From a dataset of Forward reaction prediction with 1.9M reactions from USPTO patents (1976-2016). Predict the product of the given reaction. (1) The product is: [F:1][C:2]([F:14])([O:6][C:7]1[CH:8]=[C:9]([CH2:13][Br:15])[CH:10]=[CH:11][CH:12]=1)[CH:3]([F:4])[F:5]. Given the reactants [F:1][C:2]([F:14])([O:6][C:7]1[CH:8]=[C:9]([CH3:13])[CH:10]=[CH:11][CH:12]=1)[CH:3]([F:5])[F:4].[Br:15]N1C(=O)CCC1=O, predict the reaction product. (2) The product is: [CH3:13][CH:10]1[CH2:11][CH2:12][CH:8]([CH3:7])[N:9]1[C:14]1[CH:22]=[CH:21][C:17]([C:18]2[O:20][N:29]=[C:28]([C:30]3[CH:35]=[CH:34][CH:33]=[CH:32][C:31]=3[O:36][C:37]([F:38])([F:39])[F:40])[N:27]=2)=[CH:16][C:15]=1[N+:23]([O-:25])=[O:24]. Given the reactants C(Cl)(=O)C(Cl)=O.[CH3:7][CH:8]1[CH2:12][CH2:11][CH:10]([CH3:13])[N:9]1[C:14]1[CH:22]=[CH:21][C:17]([C:18]([OH:20])=O)=[CH:16][C:15]=1[N+:23]([O-:25])=[O:24].O[N:27]=[C:28]([C:30]1[CH:35]=[CH:34][CH:33]=[CH:32][C:31]=1[O:36][C:37]([F:40])([F:39])[F:38])[NH2:29].CCN(C(C)C)C(C)C, predict the reaction product. (3) Given the reactants C(=O)([O-])[O-].[K+].[K+].[Cl:7][C:8]1[CH:13]=[CH:12][C:11]([C:14]2[N:15]([CH2:20][C:21]3[CH:26]=[CH:25][C:24]([O:27][CH3:28])=[CH:23][CH:22]=3)[C:16](=[O:19])[NH:17][N:18]=2)=[CH:10][CH:9]=1.Cl[CH2:30][C:31]([O:33][CH2:34][CH3:35])=[O:32], predict the reaction product. The product is: [CH2:34]([O:33][C:31](=[O:32])[CH2:30][N:17]1[C:16](=[O:19])[N:15]([CH2:20][C:21]2[CH:26]=[CH:25][C:24]([O:27][CH3:28])=[CH:23][CH:22]=2)[C:14]([C:11]2[CH:12]=[CH:13][C:8]([Cl:7])=[CH:9][CH:10]=2)=[N:18]1)[CH3:35]. (4) Given the reactants [F:1][C:2]([F:7])([F:6])[C:3]([OH:5])=[O:4].[F:8][C:9]([F:14])([F:13])[C:10]([OH:12])=[O:11].[Cl:15][C:16]1[CH:17]=[N:18][C:19]2[NH:20][C:21]3[CH:22]=[N:23][CH:24]=[C:25]([CH:47]=3)[CH2:26][CH2:27][C:28]3[CH:36]=[C:32]([NH:33][C:34]=1[N:35]=2)[CH:31]=[CH:30][C:29]=3[NH:37][C:38](=[O:46])[CH2:39][CH:40]1[CH2:45][CH2:44][NH:43][CH2:42][CH2:41]1.[C:48](Cl)(=[O:55])[C:49]1[CH:54]=[CH:53][N:52]=[CH:51][CH:50]=1, predict the reaction product. The product is: [F:1][C:2]([F:7])([F:6])[C:3]([OH:5])=[O:4].[F:8][C:9]([F:14])([F:13])[C:10]([OH:12])=[O:11].[F:1][C:2]([F:7])([F:6])[C:3]([OH:5])=[O:4].[Cl:15][C:16]1[CH:17]=[N:18][C:19]2[NH:20][C:21]3[CH:22]=[N:23][CH:24]=[C:25]([CH:47]=3)[CH2:26][CH2:27][C:28]3[CH:36]=[C:32]([NH:33][C:34]=1[N:35]=2)[CH:31]=[CH:30][C:29]=3[NH:37][C:38](=[O:46])[CH2:39][CH:40]1[CH2:45][CH2:44][N:43]([C:48](=[O:55])[C:49]2[CH:54]=[CH:53][N:52]=[CH:51][CH:50]=2)[CH2:42][CH2:41]1.